This data is from NCI-60 drug combinations with 297,098 pairs across 59 cell lines. The task is: Regression. Given two drug SMILES strings and cell line genomic features, predict the synergy score measuring deviation from expected non-interaction effect. Drug 1: CC1=C(C=C(C=C1)C(=O)NC2=CC(=CC(=C2)C(F)(F)F)N3C=C(N=C3)C)NC4=NC=CC(=N4)C5=CN=CC=C5. Drug 2: CC1CCCC2(C(O2)CC(NC(=O)CC(C(C(=O)C(C1O)C)(C)C)O)C(=CC3=CSC(=N3)C)C)C. Cell line: T-47D. Synergy scores: CSS=32.8, Synergy_ZIP=-0.510, Synergy_Bliss=-0.938, Synergy_Loewe=-15.6, Synergy_HSA=0.582.